Dataset: NCI-60 drug combinations with 297,098 pairs across 59 cell lines. Task: Regression. Given two drug SMILES strings and cell line genomic features, predict the synergy score measuring deviation from expected non-interaction effect. (1) Drug 2: C1C(C(OC1N2C=NC(=NC2=O)N)CO)O. Cell line: SN12C. Synergy scores: CSS=39.7, Synergy_ZIP=-4.27, Synergy_Bliss=-4.49, Synergy_Loewe=-3.61, Synergy_HSA=-2.23. Drug 1: C1CN1C2=NC(=NC(=N2)N3CC3)N4CC4. (2) Drug 1: CC1C(C(=O)NC(C(=O)N2CCCC2C(=O)N(CC(=O)N(C(C(=O)O1)C(C)C)C)C)C(C)C)NC(=O)C3=C4C(=C(C=C3)C)OC5=C(C(=O)C(=C(C5=N4)C(=O)NC6C(OC(=O)C(N(C(=O)CN(C(=O)C7CCCN7C(=O)C(NC6=O)C(C)C)C)C)C(C)C)C)N)C. Drug 2: CC(C)(C#N)C1=CC(=CC(=C1)CN2C=NC=N2)C(C)(C)C#N. Cell line: NCIH23. Synergy scores: CSS=-2.35, Synergy_ZIP=-0.448, Synergy_Bliss=-0.0330, Synergy_Loewe=-10.9, Synergy_HSA=-3.31.